From a dataset of Forward reaction prediction with 1.9M reactions from USPTO patents (1976-2016). Predict the product of the given reaction. (1) Given the reactants C([O:4][CH2:5][CH2:6][CH2:7][S:8]([NH:11][C:12](=[O:41])[C:13]1[CH:18]=[CH:17][C:16]([CH2:19][CH2:20][N:21]2[C:26]([CH2:27][O:28][C:29]3[CH:34]=[CH:33][CH:32]=[C:31](OCC)[CH:30]=3)=[C:25]([Cl:38])[CH:24]=[C:23]([Cl:39])[C:22]2=[O:40])=[CH:15][CH:14]=1)(=[O:10])=[O:9])(=O)C.[CH2:42]1COC[CH2:43]1.[OH-].[Na+].Cl, predict the reaction product. The product is: [Cl:39][C:23]1[C:22](=[O:40])[N:21]([CH2:20][CH2:19][C:16]2[CH:15]=[CH:14][C:13]([C:12]([NH:11][S:8]([CH2:7][CH2:6][CH2:5][OH:4])(=[O:10])=[O:9])=[O:41])=[CH:18][CH:17]=2)[C:26]([CH2:27][O:28][C:29]2[CH:34]=[CH:33][CH:32]=[C:31]([CH2:42][CH3:43])[CH:30]=2)=[C:25]([Cl:38])[CH:24]=1. (2) Given the reactants CS(O[CH2:6][C:7]1([C:12]2[CH:17]=[C:16]([C:18]([F:21])([F:20])[F:19])[CH:15]=[C:14]([C:22]([F:25])([F:24])[F:23])[CH:13]=2)[CH2:11][CH2:10][CH2:9][CH2:8]1)(=O)=O.FC(F)(F)C1C=CC(C2(C[C:40]#[N:41])CCCC2)=CC=1, predict the reaction product. The product is: [F:20][C:18]([F:19])([F:21])[C:16]1[CH:17]=[C:12]([C:7]2([CH2:6][C:40]#[N:41])[CH2:11][CH2:10][CH2:9][CH2:8]2)[CH:13]=[C:14]([C:22]([F:24])([F:25])[F:23])[CH:15]=1. (3) Given the reactants [NH2:1][C:2]1[CH:3]=[C:4]([C:12]2[CH:13]=[C:14]3[C:19](=[CH:20][CH:21]=2)[N:18]=[C:17]([NH2:22])[N:16]=[CH:15]3)[CH:5]=[C:6]([C:8]([F:11])([F:10])[F:9])[CH:7]=1.[CH:23]([C:26]1[CH:27]=[C:28]([CH:32]=[CH:33][CH:34]=1)[C:29](O)=[O:30])([CH3:25])[CH3:24].CN(C(ON1N=NC2C=CC=NC1=2)=[N+](C)C)C.F[P-](F)(F)(F)(F)F.CCN(C(C)C)C(C)C, predict the reaction product. The product is: [NH2:22][C:17]1[N:16]=[CH:15][C:14]2[C:19](=[CH:20][CH:21]=[C:12]([C:4]3[CH:3]=[C:2]([NH:1][C:29](=[O:30])[C:28]4[CH:32]=[CH:33][CH:34]=[C:26]([CH:23]([CH3:24])[CH3:25])[CH:27]=4)[CH:7]=[C:6]([C:8]([F:9])([F:10])[F:11])[CH:5]=3)[CH:13]=2)[N:18]=1. (4) Given the reactants Cl[CH2:2][C:3]1[O:4][C:5]2[CH:11]=[C:10]([C:12]3[C:20]4[C:15](=[CH:16][C:17]([F:21])=[CH:18][CH:19]=4)[N:14]([S:22]([C:25]4[CH:30]=[CH:29][CH:28]=[CH:27][CH:26]=4)(=[O:24])=[O:23])[CH:13]=3)[CH:9]=[CH:8][C:6]=2[N:7]=1.[CH3:31][N:32]1[CH2:37][CH2:36][NH:35][CH2:34][CH2:33]1, predict the reaction product. The product is: [F:21][C:17]1[CH:16]=[C:15]2[C:20]([C:12]([C:10]3[CH:9]=[CH:8][C:6]4[N:7]=[C:3]([CH2:2][N:35]5[CH2:36][CH2:37][N:32]([CH3:31])[CH2:33][CH2:34]5)[O:4][C:5]=4[CH:11]=3)=[CH:13][N:14]2[S:22]([C:25]2[CH:30]=[CH:29][CH:28]=[CH:27][CH:26]=2)(=[O:24])=[O:23])=[CH:19][CH:18]=1. (5) Given the reactants [ClH:1].[N:2]12[CH2:9][CH2:8][CH:5]([CH2:6][CH2:7]1)[C@@H:4]([NH:10][C:11]([C:13]1[S:14][C:15]3[CH:22]=[CH:21][C:20]([N+:23]([O-])=O)=[CH:19][C:16]=3[C:17]=1[CH3:18])=[O:12])[CH2:3]2, predict the reaction product. The product is: [ClH:1].[ClH:1].[NH2:23][C:20]1[CH:21]=[CH:22][C:15]2[S:14][C:13]([C:11]([NH:10][C@@H:4]3[CH:5]4[CH2:6][CH2:7][N:2]([CH2:9][CH2:8]4)[CH2:3]3)=[O:12])=[C:17]([CH3:18])[C:16]=2[CH:19]=1.